Dataset: Catalyst prediction with 721,799 reactions and 888 catalyst types from USPTO. Task: Predict which catalyst facilitates the given reaction. (1) Reactant: [CH2:1]([O:3][C:4]1[CH:5]=[C:6]2[C:11](=[C:12]3[CH2:16][C:15]([CH3:18])([CH3:17])[O:14][C:13]=13)[C:10]([C:19]1[CH:27]=[CH:26][C:22]([C:23](O)=[O:24])=[C:21]([NH:28][CH2:29][C:30]3[CH:35]=[CH:34][CH:33]=[CH:32][CH:31]=3)[CH:20]=1)=[N:9][C:8]([CH3:37])([CH3:36])[CH2:7]2)[CH3:2].[ClH:38].[NH2:39][CH2:40][C:41]([NH2:43])=[O:42].O.ON1C2C=CC=CC=2N=N1.C(N(CC)CC)C.Cl.C(N=C=NCCCN(C)C)C. Product: [ClH:38].[NH2:43][C:41](=[O:42])[CH2:40][NH:39][C:23](=[O:24])[C:22]1[CH:26]=[CH:27][C:19]([C:10]2[C:11]3[C:6](=[CH:5][C:4]([O:3][CH2:1][CH3:2])=[C:13]4[O:14][C:15]([CH3:17])([CH3:18])[CH2:16][C:12]4=3)[CH2:7][C:8]([CH3:37])([CH3:36])[N:9]=2)=[CH:20][C:21]=1[NH:28][CH2:29][C:30]1[CH:31]=[CH:32][CH:33]=[CH:34][CH:35]=1. The catalyst class is: 9. (2) Reactant: Br[C:2]1[CH:10]=[C:9]2[C:5]([CH:6]=[N:7][N:8]2[CH3:11])=[C:4]([C:12]2[O:13][C:14]([CH2:17][N:18]3[CH2:23][CH2:22][N:21]([CH:24]([CH3:26])[CH3:25])[CH2:20][CH2:19]3)=[N:15][N:16]=2)[CH:3]=1.[CH3:27][O:28][C:29]1[C:34]([NH:35][S:36]([CH3:39])(=[O:38])=[O:37])=[CH:33][C:32](B2OC(C)(C)C(C)(C)O2)=[CH:31][N:30]=1.C(=O)([O-])[O-].[Na+].[Na+]. Product: [CH3:11][N:8]1[C:9]2[C:5](=[C:4]([C:12]3[O:13][C:14]([CH2:17][N:18]4[CH2:23][CH2:22][N:21]([CH:24]([CH3:26])[CH3:25])[CH2:20][CH2:19]4)=[N:15][N:16]=3)[CH:3]=[C:2]([C:32]3[CH:33]=[C:34]([NH:35][S:36]([CH3:39])(=[O:37])=[O:38])[C:29]([O:28][CH3:27])=[N:30][CH:31]=3)[CH:10]=2)[CH:6]=[N:7]1. The catalyst class is: 38. (3) Reactant: [CH2:1]([O:3][C:4]1[C:13]2[C:8](=[CH:9][CH:10]=[CH:11][CH:12]=2)[C:7]([O:14][CH2:15][CH3:16])=[C:6]2[C:17]([O:19][C:20](=O)[C:5]=12)=[O:18])[CH3:2].[NH2:22][C:23]1[CH:28]=[CH:27][C:26]([CH2:29][C:30]([O:32][CH2:33][CH3:34])=[O:31])=[CH:25][CH:24]=1.C(OCC)(=O)C. Product: [CH2:33]([O:32][C:30](=[O:31])[CH2:29][C:26]1[CH:25]=[CH:24][C:23]([N:22]2[C:20](=[O:19])[C:5]3[C:4]([O:3][CH2:1][CH3:2])=[C:13]4[CH:12]=[CH:11][CH:10]=[CH:9][C:8]4=[C:7]([O:14][CH2:15][CH3:16])[C:6]=3[C:17]2=[O:18])=[CH:28][CH:27]=1)[CH3:34]. The catalyst class is: 15. (4) The catalyst class is: 378. Reactant: [CH2:1]([O:8][C:9]1[C:10]2[N:11]([C:16]([C:20]([O:22][CH2:23][CH3:24])=[O:21])=[C:17]([CH3:19])[N:18]=2)[CH:12]=[C:13](Br)[CH:14]=1)[C:2]1[CH:7]=[CH:6][CH:5]=[CH:4][CH:3]=1.[CH:25]([B-](F)(F)F)=[CH2:26].[K+].C(N(CC)CC)C.C(OCC)(=O)C. Product: [CH2:1]([O:8][C:9]1[C:10]2[N:11]([C:16]([C:20]([O:22][CH2:23][CH3:24])=[O:21])=[C:17]([CH3:19])[N:18]=2)[CH:12]=[C:13]([CH:25]=[CH2:26])[CH:14]=1)[C:2]1[CH:7]=[CH:6][CH:5]=[CH:4][CH:3]=1.